The task is: Predict which catalyst facilitates the given reaction.. This data is from Catalyst prediction with 721,799 reactions and 888 catalyst types from USPTO. (1) Reactant: [S:1]([O-:5])([O-:4])(=[O:3])=[O:2].[Al+3:6].[S:7]([O-:11])([O-:10])(=[O:9])=[O:8].S([O-])([O-])(=O)=[O:13].[Al+3].S([O-])([O-])(=O)=[O:19].[NH4+:23].[NH4+]. Product: [NH4+:23].[OH2:2].[OH2:8].[OH2:13].[OH2:19].[OH2:2].[OH2:2].[OH2:2].[OH2:2].[OH2:2].[OH2:2].[OH2:2].[OH2:2].[O-:4][S:1]([O-:5])(=[O:3])=[O:2].[O-:10][S:7]([O-:11])(=[O:9])=[O:8].[Al+3:6]. The catalyst class is: 6. (2) The catalyst class is: 9. Product: [Cl:3][C:4]1[CH:5]=[CH:6][C:7]([C:8]([C:10]2[CH:11]=[CH:12][C:13]3[N:19]([CH3:32])[C:18](=[O:20])[CH2:17][N:16]=[C:15]([C:21]4[CH:26]=[CH:25][CH:24]=[C:23]([Cl:27])[CH:22]=4)[C:14]=3[CH:28]=2)=[O:9])=[CH:29][CH:30]=1. Reactant: [H-].[Na+].[Cl:3][C:4]1[CH:30]=[CH:29][C:7]([C:8]([C:10]2[CH:11]=[CH:12][C:13]3[NH:19][C:18](=[O:20])[CH2:17][N:16]=[C:15]([C:21]4[CH:26]=[CH:25][CH:24]=[C:23]([Cl:27])[CH:22]=4)[C:14]=3[CH:28]=2)=[O:9])=[CH:6][CH:5]=1.I[CH3:32]. (3) Reactant: C([O:3][C:4](=[O:26])/[CH:5]=[CH:6]/[C:7]([N:9]1[C:14]2[CH:15]=[C:16]([Cl:19])[CH:17]=[CH:18][C:13]=2[O:12][CH:11]([C:20]2[CH:25]=[CH:24][CH:23]=[CH:22][CH:21]=2)[CH2:10]1)=[O:8])C.[OH-].[Na+].Cl. Product: [Cl:19][C:16]1[CH:17]=[CH:18][C:13]2[O:12][CH:11]([C:20]3[CH:21]=[CH:22][CH:23]=[CH:24][CH:25]=3)[CH2:10][N:9]([C:7](=[O:8])/[CH:6]=[CH:5]/[C:4]([OH:26])=[O:3])[C:14]=2[CH:15]=1. The catalyst class is: 107. (4) Reactant: ClCCl.[CH:4]1([O:9][C:10]2[CH:11]=[C:12]([N:31]([CH2:39][CH:40]([CH3:42])[CH3:41])C(=O)OC(C)(C)C)[C:13]3[N:14]([C:16]([C:19]4[CH:24]=[CH:23][C:22]([C:25](=[O:30])[NH:26][CH:27]5[CH2:29][CH2:28]5)=[CH:21][CH:20]=4)=[N:17][N:18]=3)[N:15]=2)[CH2:8][CH2:7][CH2:6][CH2:5]1.C(O)(C(F)(F)F)=O.C(=O)([O-])[O-].[K+].[K+]. Product: [CH:4]1([O:9][C:10]2[CH:11]=[C:12]([NH:31][CH2:39][CH:40]([CH3:42])[CH3:41])[C:13]3[N:14]([C:16]([C:19]4[CH:24]=[CH:23][C:22]([C:25]([NH:26][CH:27]5[CH2:29][CH2:28]5)=[O:30])=[CH:21][CH:20]=4)=[N:17][N:18]=3)[N:15]=2)[CH2:8][CH2:7][CH2:6][CH2:5]1. The catalyst class is: 13. (5) Reactant: [NH2:1][CH2:2][C:3]([C:5]1([C:9]2[CH:14]=[CH:13][C:12]([Cl:15])=[C:11]([Cl:16])[CH:10]=2)[CH2:8][CH2:7][CH2:6]1)=[O:4].[BH4-].[Na+]. Product: [NH2:1][CH2:2][CH:3]([C:5]1([C:9]2[CH:14]=[CH:13][C:12]([Cl:15])=[C:11]([Cl:16])[CH:10]=2)[CH2:6][CH2:7][CH2:8]1)[OH:4]. The catalyst class is: 14.